Dataset: Peptide-MHC class I binding affinity with 185,985 pairs from IEDB/IMGT. Task: Regression. Given a peptide amino acid sequence and an MHC pseudo amino acid sequence, predict their binding affinity value. This is MHC class I binding data. The peptide sequence is VFYRSGTETK. The MHC is HLA-A33:01 with pseudo-sequence HLA-A33:01. The binding affinity (normalized) is 0.188.